This data is from Forward reaction prediction with 1.9M reactions from USPTO patents (1976-2016). The task is: Predict the product of the given reaction. (1) Given the reactants Cl[CH2:2][C:3]1[CH:8]=[CH:7][CH:6]=[C:5]([F:9])[CH:4]=1.[OH:10][C:11]1[CH:16]=[CH:15][C:14]([NH:17][C:18]2[C:27]3[C:22](=[CH:23][CH:24]=[CH:25][C:26]=3[O:28][C@H:29]([CH3:35])[CH2:30][NH:31][C:32](=[O:34])[CH3:33])[N:21]=[CH:20][N:19]=2)=[CH:13][C:12]=1[CH3:36], predict the reaction product. The product is: [F:9][C:5]1[CH:4]=[C:3]([CH:8]=[CH:7][CH:6]=1)[CH2:2][O:10][C:11]1[CH:16]=[CH:15][C:14]([NH:17][C:18]2[C:27]3[C:22](=[CH:23][CH:24]=[CH:25][C:26]=3[O:28][C@H:29]([CH3:35])[CH2:30][NH:31][C:32](=[O:34])[CH3:33])[N:21]=[CH:20][N:19]=2)=[CH:13][C:12]=1[CH3:36]. (2) The product is: [F:25][C:5]1[CH:6]=[C:7]([O:9][CH3:10])[CH:8]=[C:3]([O:2][CH3:1])[C:4]=1[NH:11][C:12](=[O:18])[O:13][C:14]([CH3:15])([CH3:17])[CH3:16]. Given the reactants [CH3:1][O:2][C:3]1[CH:8]=[C:7]([O:9][CH3:10])[CH:6]=[CH:5][C:4]=1[NH:11][C:12](=[O:18])[O:13][C:14]([CH3:17])([CH3:16])[CH3:15].NCCCCN.[F:25]N(S(C1C=CC=CC=1)(=O)=O)S(C1C=CC=CC=1)(=O)=O.[Cl-].[NH4+], predict the reaction product. (3) The product is: [C:1]([O:5][C:6]([N:8]1[CH2:15][CH:14]2[N:16]([C:17]([O:19][C:20]([CH3:23])([CH3:21])[CH3:22])=[O:18])[CH:10]([CH2:11][C:12]([C:27]3[S:28][CH:29]=[C:30]([CH2:32][CH2:33][CH2:34][O:35][Si:36]([C:39]([CH3:41])([CH3:42])[CH3:40])([CH3:38])[CH3:37])[N:31]=3)=[C:13]2[C:24](=[O:26])[N:46]([CH:43]2[CH2:44][CH2:45]2)[CH2:47][C:48]2[CH:53]=[CH:52][CH:51]=[C:50]([Cl:54])[C:49]=2[Cl:55])[CH2:9]1)=[O:7])([CH3:2])([CH3:3])[CH3:4]. Given the reactants [C:1]([O:5][C:6]([N:8]1[CH2:15][CH:14]2[N:16]([C:17]([O:19][C:20]([CH3:23])([CH3:22])[CH3:21])=[O:18])[CH:10]([CH2:11][C:12]([C:27]3[S:28][CH:29]=[C:30]([CH2:32][CH2:33][CH2:34][O:35][Si:36]([C:39]([CH3:42])([CH3:41])[CH3:40])([CH3:38])[CH3:37])[N:31]=3)=[C:13]2[C:24]([OH:26])=O)[CH2:9]1)=[O:7])([CH3:4])([CH3:3])[CH3:2].[CH:43]1([NH:46][CH2:47][C:48]2[CH:53]=[CH:52][CH:51]=[C:50]([Cl:54])[C:49]=2[Cl:55])[CH2:45][CH2:44]1.CCN(C(C)C)C(C)C.C1C=CC2N(O)N=NC=2C=1.CCN=C=NCCCN(C)C.Cl, predict the reaction product.